Dataset: Full USPTO retrosynthesis dataset with 1.9M reactions from patents (1976-2016). Task: Predict the reactants needed to synthesize the given product. (1) Given the product [C:1]([Si:5]([CH3:24])([CH3:25])[O:6][CH2:7][CH2:8][CH:9]=[CH:10][C:45]1[CH:44]=[CH:43][C:42]([C:39]2[CH:38]=[CH:37][C:36]([C:34]#[N:35])=[CH:41][CH:40]=2)=[CH:47][CH:46]=1)([CH3:2])([CH3:3])[CH3:4], predict the reactants needed to synthesize it. The reactants are: [C:1]([Si:5]([CH3:25])([CH3:24])[O:6][CH2:7][CH2:8][CH:9]=[CH:10][Sn](CCCC)(CCCC)CCCC)([CH3:4])([CH3:3])[CH3:2].OS(C(F)(F)F)(=O)=O.[C:34]([C:36]1[CH:41]=[CH:40][C:39]([C:42]2[CH:47]=[CH:46][CH:45]=[CH:44][CH:43]=2)=[CH:38][CH:37]=1)#[N:35]. (2) Given the product [CH2:14]([C:16]1[CH:21]=[CH:20][CH:19]=[CH:18][C:17]=1[C:2]1[CH:10]=[CH:9][CH:8]=[C:7]2[C:3]=1[CH:4]=[C:5]([C:11]([OH:13])=[O:12])[NH:6]2)[CH3:15], predict the reactants needed to synthesize it. The reactants are: Br[C:2]1[CH:10]=[CH:9][CH:8]=[C:7]2[C:3]=1[CH:4]=[C:5]([C:11]([OH:13])=[O:12])[NH:6]2.[CH2:14]([C:16]1[CH:21]=[CH:20][CH:19]=[CH:18][C:17]=1B(O)O)[CH3:15]. (3) Given the product [CH:5]1([CH2:10][C:11]([NH:13][C:14]2[C:15]([O:21][CH3:22])=[CH:16][CH:17]=[C:18]([N+:1]([O-:4])=[O:2])[C:19]=2[CH3:20])=[O:12])[CH2:9][CH2:8][CH2:7][CH2:6]1, predict the reactants needed to synthesize it. The reactants are: [N+:1]([O-:4])(O)=[O:2].[CH:5]1([CH2:10][C:11]([NH:13][C:14]2[C:19]([CH3:20])=[CH:18][CH:17]=[CH:16][C:15]=2[O:21][CH3:22])=[O:12])[CH2:9][CH2:8][CH2:7][CH2:6]1.O. (4) The reactants are: CC1(C)[O:6][C@@H:5]([CH2:7][CH2:8][NH:9][C:10]([CH:12]2[CH:16]([C:17]3[CH:22]=[CH:21][CH:20]=[C:19]([Cl:23])[CH:18]=3)[C:15]([C:26]3[CH:31]=[CH:30][C:29]([Cl:32])=[CH:28][CH:27]=3)([C:24]#[N:25])[CH:14]([C:33]3[CH:38]=[CH:37][CH:36]=[C:35]([Cl:39])[CH:34]=3)[NH:13]2)=[O:11])[CH2:4][O:3]1.Cl. Given the product [OH:6][C@H:5]([CH2:4][OH:3])[CH2:7][CH2:8][NH:9][C:10]([CH:12]1[CH:16]([C:17]2[CH:22]=[CH:21][CH:20]=[C:19]([Cl:23])[CH:18]=2)[C:15]([C:26]2[CH:31]=[CH:30][C:29]([Cl:32])=[CH:28][CH:27]=2)([C:24]#[N:25])[CH:14]([C:33]2[CH:38]=[CH:37][CH:36]=[C:35]([Cl:39])[CH:34]=2)[NH:13]1)=[O:11], predict the reactants needed to synthesize it. (5) Given the product [CH3:22][N:20]1[CH:21]=[C:17]([C:14]2[CH:15]=[C:16]3[C:8]([C:6]4[N:7]=[C:2]([N:29]5[CH2:35][CH2:34][CH2:33][C@@H:32]([NH:36][C:37](=[O:46])[O:38][CH2:39][C:40]6[CH:41]=[CH:42][CH:43]=[CH:44][CH:45]=6)[CH2:31][CH2:30]5)[CH:3]=[CH:4][CH:5]=4)=[N:9][N:10]([CH:23]4[CH2:28][CH2:27][CH2:26][CH2:25][O:24]4)[C:11]3=[CH:12][N:13]=2)[CH:18]=[N:19]1, predict the reactants needed to synthesize it. The reactants are: F[C:2]1[N:7]=[C:6]([C:8]2[C:16]3[C:11](=[CH:12][N:13]=[C:14]([C:17]4[CH:18]=[N:19][N:20]([CH3:22])[CH:21]=4)[CH:15]=3)[N:10]([CH:23]3[CH2:28][CH2:27][CH2:26][CH2:25][O:24]3)[N:9]=2)[CH:5]=[CH:4][CH:3]=1.[NH:29]1[CH2:35][CH2:34][CH2:33][C@@H:32]([NH:36][C:37](=[O:46])[O:38][CH2:39][C:40]2[CH:45]=[CH:44][CH:43]=[CH:42][CH:41]=2)[CH2:31][CH2:30]1. (6) Given the product [CH:26]1([C:29]([N:22]([CH2:21][C:15]2[CH:16]=[C:17]([F:20])[CH:18]=[CH:19][C:14]=2[C:8]2[C:9]([O:12][CH3:13])=[CH:10][CH:11]=[C:6]([CH2:5][C:4]([OH:25])=[O:3])[CH:7]=2)[CH2:23][CH3:24])=[O:30])[CH2:28][CH2:27]1, predict the reactants needed to synthesize it. The reactants are: C([O:3][C:4](=[O:25])[CH2:5][C:6]1[CH:7]=[C:8]([C:14]2[CH:19]=[CH:18][C:17]([F:20])=[CH:16][C:15]=2[CH2:21][NH:22][CH2:23][CH3:24])[C:9]([O:12][CH3:13])=[CH:10][CH:11]=1)C.[CH:26]1([C:29](Cl)=[O:30])[CH2:28][CH2:27]1.C(OC(=O)CC1C=C(C2C=CC(F)=CC=2CN(C(OCC2C=CC=CC=2)=O)CC)C(OC)=CC=1)C.[Li+].[OH-].